Task: Predict the reaction yield, written as a fraction of the theoretical maximum amount of product (1.0 means a 100% yield; for example, 0.34 means a 34% yield).. Dataset: Reaction yield outcomes from USPTO patents with 853,638 reactions The reactants are [NH:1]1[C:10]2[C:5](=[CH:6][CH:7]=[CH:8][CH:9]=2)[CH2:4][CH2:3][CH2:2]1.[N+:11]([O-])([O-:13])=[O:12].[K+].C([O-])(O)=O.[Na+]. The catalyst is OS(O)(=O)=O. The product is [N+:11]([C:8]1[CH:9]=[C:10]2[C:5]([CH2:4][CH2:3][CH2:2][NH:1]2)=[CH:6][CH:7]=1)([O-:13])=[O:12]. The yield is 0.250.